From a dataset of Forward reaction prediction with 1.9M reactions from USPTO patents (1976-2016). Predict the product of the given reaction. (1) Given the reactants [Cl:1][C:2]1[C:10]2[N:9]=[C:8]3[N:11]([C:15]4[CH:20]=[CH:19][C:18]([Cl:21])=[CH:17][C:16]=4[Cl:22])[CH2:12][CH2:13][CH2:14][N:7]3[C:6]=2[C:5]([CH:23]([NH2:26])[CH2:24][CH3:25])=[CH:4][CH:3]=1.C(N(CC)CC)C.[CH:34]1([C:37](Cl)=[O:38])[CH2:36][CH2:35]1.O, predict the reaction product. The product is: [Cl:1][C:2]1[C:10]2[N:9]=[C:8]3[N:11]([C:15]4[CH:20]=[CH:19][C:18]([Cl:21])=[CH:17][C:16]=4[Cl:22])[CH2:12][CH2:13][CH2:14][N:7]3[C:6]=2[C:5]([CH:23]([NH:26][C:37]([CH:34]2[CH2:36][CH2:35]2)=[O:38])[CH2:24][CH3:25])=[CH:4][CH:3]=1. (2) Given the reactants [CH:1]1[C:10]2[C:5](=[CH:6][CH:7]=[CH:8][CH:9]=2)[CH:4]=[CH:3][C:2]=1[C:11](Cl)=[O:12].[F:14][C:15]1[CH:16]=[CH:17][C:18]2[C:22]([N:23]3[CH2:29][CH2:28][CH2:27][N:26]([CH2:30][CH2:31][CH2:32][CH2:33][NH2:34])[CH2:25][CH2:24]3)=[CH:21][S:20][C:19]=2[CH:35]=1, predict the reaction product. The product is: [F:14][C:15]1[CH:16]=[CH:17][C:18]2[C:22]([N:23]3[CH2:29][CH2:28][CH2:27][N:26]([CH2:30][CH2:31][CH2:32][CH2:33][NH:34][C:11]([C:2]4[CH:3]=[CH:4][C:5]5[C:10](=[CH:9][CH:8]=[CH:7][CH:6]=5)[CH:1]=4)=[O:12])[CH2:25][CH2:24]3)=[CH:21][S:20][C:19]=2[CH:35]=1. (3) Given the reactants [OH:1][C:2]1[CH:8]=[C:7]([N+:9]([O-:11])=[O:10])[CH:6]=[CH:5][C:3]=1[NH2:4].[C:25]1(P([C:25]2[CH:30]=[CH:29][CH:28]=[CH:27][CH:26]=2)[C:25]2[CH:30]=[CH:29][CH:28]=[CH:27][CH:26]=2)[CH:30]=[CH:29][CH:28]=[CH:27][CH:26]=1.CCOC(/N=N/C(O[CH2:41][CH3:42])=O)=O, predict the reaction product. The product is: [C:27]1([CH2:41][CH2:42][O:1][C:2]2[CH:8]=[C:7]([N+:9]([O-:11])=[O:10])[CH:6]=[CH:5][C:3]=2[NH2:4])[C:26]2[C:25](=[CH:8][CH:2]=[CH:3][CH:5]=2)[CH:30]=[CH:29][CH:28]=1. (4) Given the reactants [CH2:1]([Li])[CH2:2][CH2:3][CH3:4].[F:6][C:7]1[CH:14]=[CH:13][CH:12]=[CH:11]C=1C=O.[O:15]1[CH2:19][CH2:18][CH2:17][CH2:16]1, predict the reaction product. The product is: [F:6][C:7]1[CH:14]=[CH:13][CH:12]=[CH:11][C:16]=1[C:17]1[CH:4]=[CH:3][CH:2]=[CH:1][C:18]=1[CH2:19][OH:15]. (5) The product is: [C:21]([O:25][C:26](=[O:27])[NH:28][CH2:29][C:30]1[CH:31]=[CH:32][C:33]([N:8]2[C:9]3[C:14](=[CH:13][CH:12]=[CH:11][CH:10]=3)[CH:15]=[C:7]2[C:5]2[O:4][N:3]=[C:2]([CH3:1])[N:6]=2)=[CH:34][N:35]=1)([CH3:24])([CH3:22])[CH3:23]. Given the reactants [CH3:1][C:2]1[N:6]=[C:5]([C:7]2[NH:8][C:9]3[C:14]([CH:15]=2)=[CH:13][CH:12]=[CH:11][CH:10]=3)[O:4][N:3]=1.CN(C)C=O.[C:21]([O:25][C:26]([NH:28][CH2:29][C:30]1[N:35]=[CH:34][C:33](B(O)O)=[CH:32][CH:31]=1)=[O:27])([CH3:24])([CH3:23])[CH3:22].C(N(CC)C(C)C)(C)C, predict the reaction product. (6) The product is: [Cl:28][C:11]1[N:12]=[N:13][C:14]([CH3:15])=[C:9]([C:4]2[CH:5]=[CH:6][C:7]([Cl:8])=[C:2]([Cl:1])[CH:3]=2)[C:10]=1[C:17]1[C:22]([F:23])=[CH:21][C:20]([F:24])=[CH:19][C:18]=1[F:25]. Given the reactants [Cl:1][C:2]1[CH:3]=[C:4]([C:9]2[C:14]([CH3:15])=[N:13][NH:12][C:11](=O)[C:10]=2[C:17]2[C:22]([F:23])=[CH:21][C:20]([F:24])=[CH:19][C:18]=2[F:25])[CH:5]=[CH:6][C:7]=1[Cl:8].P(Cl)(Cl)([Cl:28])=O, predict the reaction product. (7) The product is: [Cl:20][C:11]1[C:9]2[C:10]3[C:2]([Cl:1])=[C:3]([Cl:25])[C:4]([Cl:24])=[C:5]([NH2:21])[C:6]=3[O:7][C:8]=2[C:14]([NH2:15])=[C:13]([Cl:18])[C:12]=1[Cl:19]. Given the reactants [Cl:1][C:2]1[C:10]2[C:9]3[C:11]([Cl:20])=[C:12]([Cl:19])[C:13]([Cl:18])=[C:14]([N+:15]([O-])=O)[C:8]=3[O:7][C:6]=2[C:5]([N+:21]([O-])=O)=[C:4]([Cl:24])[C:3]=1[Cl:25], predict the reaction product. (8) Given the reactants [CH2:1]([O:3][CH:4]([O:21][CH2:22][CH3:23])[CH2:5]C(C1C=CC=CC=1OC(F)(F)F)C(=O)C)[CH3:2].[CH:24]1([C:30](=[O:41])[CH2:31][C:32]2[CH:37]=[CH:36][CH:35]=[CH:34][C:33]=2[CH2:38][O:39][CH3:40])[CH2:29][CH2:28][CH2:27][CH2:26][CH2:25]1, predict the reaction product. The product is: [CH2:1]([O:3][CH:4]([O:21][CH2:22][CH3:23])[CH2:5][CH:31]([C:32]1[CH:37]=[CH:36][CH:35]=[CH:34][C:33]=1[CH2:38][O:39][CH3:40])[C:30]([CH:24]1[CH2:29][CH2:28][CH2:27][CH2:26][CH2:25]1)=[O:41])[CH3:2]. (9) The product is: [F:32][C:29]1[CH:30]=[CH:31][C:26]([CH2:25][N:12]([CH2:13][CH:14]2[CH2:19][CH2:18][CH:17]([C:20]([OH:22])=[O:21])[CH2:16][CH2:15]2)[S:8]([CH2:7][C:1]2[CH:6]=[CH:5][CH:4]=[CH:3][CH:2]=2)(=[O:10])=[O:9])=[CH:27][CH:28]=1. Given the reactants [C:1]1([CH2:7][S:8](Cl)(=[O:10])=[O:9])[CH:6]=[CH:5][CH:4]=[CH:3][CH:2]=1.[NH2:12][CH2:13][CH:14]1[CH2:19][CH2:18][CH:17]([C:20]([O:22]C)=[O:21])[CH2:16][CH2:15]1.Br[CH2:25][C:26]1[CH:31]=[CH:30][C:29]([F:32])=[CH:28][CH:27]=1, predict the reaction product. (10) Given the reactants Br[C:2]1[C:3]2[N:4]([N:8]=[C:9]([NH:11][C:12]3[CH:17]=[CH:16][CH:15]=[CH:14][C:13]=3[O:18][CH3:19])[N:10]=2)[CH:5]=[CH:6][CH:7]=1.[C:20]1(B(O)O)[CH:25]=[CH:24][CH:23]=[CH:22][CH:21]=1, predict the reaction product. The product is: [CH3:19][O:18][C:13]1[CH:14]=[CH:15][CH:16]=[CH:17][C:12]=1[NH:11][C:9]1[N:10]=[C:3]2[C:2]([C:20]3[CH:25]=[CH:24][CH:23]=[CH:22][CH:21]=3)=[CH:7][CH:6]=[CH:5][N:4]2[N:8]=1.